The task is: Predict the reaction yield, written as a fraction of the theoretical maximum amount of product (1.0 means a 100% yield; for example, 0.34 means a 34% yield).. This data is from Reaction yield outcomes from USPTO patents with 853,638 reactions. (1) The reactants are [SH:1][C:2]([CH3:17])([CH3:16])[CH2:3][S:4][CH2:5][C:6]1[CH:7]=[C:8]([CH2:14][OH:15])[CH:9]=[C:10]([CH2:12][OH:13])[CH:11]=1.P([O-])([O-])([O-])=O.[K+].[K+].[K+].[CH3:26][S:27](=O)(SC)=O. The catalyst is C(O)C.ClCCl. The product is [CH3:16][C:2]([S:1][S:27][CH3:26])([CH3:17])[CH2:3][S:4][CH2:5][C:6]1[CH:11]=[C:10]([CH2:12][OH:13])[CH:9]=[C:8]([CH2:14][OH:15])[CH:7]=1. The yield is 0.649. (2) The reactants are [NH2:1][C:2]1[CH:7]=[CH:6][C:5]([CH:8]=[CH:9][C:10]([O:12][CH3:13])=[O:11])=[C:4]([NH:14][C:15]([NH:17][C:18](=[O:28])[C:19]2[CH:24]=[C:23]([F:25])[C:22]([F:26])=[CH:21][C:20]=2[Cl:27])=[O:16])[CH:3]=1.C(=O)([O-])[O-].[K+].[K+].Cl[C:36]([O:38][C:39]1[CH:44]=[CH:43][C:42]([Cl:45])=[CH:41][CH:40]=1)=[O:37]. The product is [Cl:27][C:20]1[CH:21]=[C:22]([F:26])[C:23]([F:25])=[CH:24][C:19]=1[C:18]([NH:17][C:15](=[O:16])[NH:14][C:4]1[CH:3]=[C:2]([NH:1][C:36]([O:38][C:39]2[CH:44]=[CH:43][C:42]([Cl:45])=[CH:41][CH:40]=2)=[O:37])[CH:7]=[CH:6][C:5]=1/[CH:8]=[CH:9]/[C:10]([O:12][CH3:13])=[O:11])=[O:28]. The yield is 0.0900. The catalyst is CN(C)C=O. (3) The reactants are [Cl:1][C:2]1[CH:3]=[C:4](/[CH:8]=[CH:9]/[C:10]([OH:12])=O)[CH:5]=[CH:6][CH:7]=1.Cl.Cl.[N:15]1([CH2:21][CH2:22][CH2:23][N:24]2[C:30](=[O:31])[CH2:29][CH2:28][NH:27][CH2:26][CH2:25]2)[CH2:20][CH2:19][CH2:18][CH2:17][CH2:16]1.CCN(CC)CC. The catalyst is CN(C=O)C. The product is [Cl:1][C:2]1[CH:3]=[C:4](/[CH:8]=[CH:9]/[C:10]([N:27]2[CH2:28][CH2:29][C:30](=[O:31])[N:24]([CH2:23][CH2:22][CH2:21][N:15]3[CH2:16][CH2:17][CH2:18][CH2:19][CH2:20]3)[CH2:25][CH2:26]2)=[O:12])[CH:5]=[CH:6][CH:7]=1. The yield is 0.690. (4) The reactants are [C:1](=[O:20])([O:12][CH2:13][C:14]1[CH:19]=[CH:18][N:17]=[CH:16][CH:15]=1)OC1C=CC([N+]([O-])=O)=CC=1.CCN(C(C)C)C(C)C.[O:30]1[CH2:34][CH2:33][CH2:32][C@H:31]1[CH2:35][NH2:36].[ClH:37].CCOCC. The catalyst is CN(C=O)C.CN(C1C=CN=CC=1)C. The product is [ClH:37].[O:30]1[CH2:34][CH2:33][CH2:32][C@H:31]1[CH2:35][NH:36][C:1](=[O:20])[O:12][CH2:13][C:14]1[CH:15]=[CH:16][N:17]=[CH:18][CH:19]=1. The yield is 0.410. (5) The reactants are [CH2:1]([O:8][C:9]1[CH:18]=[C:17]2[C:12]([C:13](=O)[N:14]=[CH:15][NH:16]2)=[CH:11][C:10]=1[F:20])[C:2]1[CH:7]=[CH:6][CH:5]=[CH:4][CH:3]=1.P(Cl)(Cl)([Cl:23])=O. No catalyst specified. The product is [CH2:1]([O:8][C:9]1[CH:18]=[C:17]2[C:12]([C:13]([Cl:23])=[N:14][CH:15]=[N:16]2)=[CH:11][C:10]=1[F:20])[C:2]1[CH:7]=[CH:6][CH:5]=[CH:4][CH:3]=1. The yield is 0.710.